This data is from Forward reaction prediction with 1.9M reactions from USPTO patents (1976-2016). The task is: Predict the product of the given reaction. (1) Given the reactants [NH:1]([C:3]([NH:5][C:6]1[CH:7]=[C:8]([CH:12]=[CH:13][CH:14]=1)[C:9]([OH:11])=[O:10])=[S:4])[NH2:2].[CH2:15]([O:22][C:23]1[CH:24]=[C:25]([CH:28]=[C:29]([O:31][CH2:32][C:33]2[CH:38]=[CH:37][CH:36]=[CH:35][CH:34]=2)[CH:30]=1)[CH:26]=O)[C:16]1[CH:21]=[CH:20][CH:19]=[CH:18][CH:17]=1, predict the reaction product. The product is: [C:33]1([CH2:32][O:31][C:29]2[CH:28]=[C:25]([C:26]3[S:4][C:3]([NH:5][C:6]4[CH:7]=[C:8]([CH:12]=[CH:13][CH:14]=4)[C:9]([OH:11])=[O:10])=[N:1][N:2]=3)[CH:24]=[C:23]([O:22][CH2:15][C:16]3[CH:21]=[CH:20][CH:19]=[CH:18][CH:17]=3)[CH:30]=2)[CH:34]=[CH:35][CH:36]=[CH:37][CH:38]=1. (2) The product is: [Br:1][C:2]1[CH:3]=[C:4]([CH3:19])[C:5]([C:9]2[C:10](=[O:18])[CH:11]3[CH2:17][CH:14]([C:15]=2[O:16][CH3:20])[CH2:13][CH2:12]3)=[C:6]([CH3:8])[CH:7]=1. Given the reactants [Br:1][C:2]1[CH:7]=[C:6]([CH3:8])[C:5]([CH:9]2[C:15](=[O:16])[CH:14]3[CH2:17][CH:11]([CH2:12][CH2:13]3)[C:10]2=[O:18])=[C:4]([CH3:19])[CH:3]=1.[C:20](=O)([O-])[O-].[K+].[K+].IC, predict the reaction product. (3) Given the reactants [CH3:1][C:2]([C@@H:4]1[C@@:8]2([CH3:24])[CH2:9][C@H:10]([OH:23])[C@@H:11]3[C@:21]4([CH3:22])[C:15](=[CH:16][C:17]([CH2:19][CH2:20]4)=[O:18])[CH2:14][CH2:13][C@H:12]3[C@@H:7]2[CH2:6][CH2:5]1)=[O:3].[CH2:25](O)[CH3:26].C(OCC)(OCC)OCC.C1(C)C=CC(S(O)(=O)=O)=CC=1, predict the reaction product. The product is: [OH:23][C@H:10]1[CH2:9][C@@:8]2([CH3:24])[C@@H:7]([CH2:6][CH2:5][C@@H:4]2[C:2](=[O:3])[CH3:1])[C@H:12]2[C@H:11]1[C@:21]1([CH3:22])[C:15](=[CH:14][CH2:13]2)[CH:16]=[C:17]([O:18][CH2:25][CH3:26])[CH2:19][CH2:20]1. (4) Given the reactants C([O:5][C:6](=[O:18])[CH2:7][CH:8]([NH:11][C:12]([O:14][CH2:15][CH:16]=[CH2:17])=[O:13])[CH2:9][OH:10])(C)(C)C.C(OC(=O)NC1CC(=O)OC1OCCC1C=CC=CC=1)C=C.[C:41]1([CH2:47][CH2:48][CH2:49]O)[CH:46]=[CH:45][CH:44]=[CH:43][CH:42]=1, predict the reaction product. The product is: [CH2:15]([O:14][C:12](=[O:13])[NH:11][CH:8]1[CH2:7][C:6](=[O:5])[O:18][CH:9]1[O:10][CH2:49][CH2:48][CH2:47][C:41]1[CH:46]=[CH:45][CH:44]=[CH:43][CH:42]=1)[CH:16]=[CH2:17]. (5) Given the reactants [N:1]1[C:6]2[CH2:7][NH:8][CH2:9][C:5]=2[C:4]([NH:10][C:11]2[CH:12]=[N:13][C:14]3[C:19]([CH:20]=2)=[CH:18][CH:17]=[CH:16][CH:15]=3)=[N:3][CH:2]=1.[CH:21]1([C:25](=O)[CH3:26])[CH2:24][CH2:23][CH2:22]1.C(O[BH-](OC(=O)C)OC(=O)C)(=O)C.[Na+].C(O)(=O)C.CS(C)=O, predict the reaction product. The product is: [CH:21]1([CH:25]([N:8]2[CH2:9][C:5]3[C:4]([NH:10][C:11]4[CH:12]=[N:13][C:14]5[C:19]([CH:20]=4)=[CH:18][CH:17]=[CH:16][CH:15]=5)=[N:3][CH:2]=[N:1][C:6]=3[CH2:7]2)[CH3:26])[CH2:24][CH2:23][CH2:22]1.